The task is: Predict which catalyst facilitates the given reaction.. This data is from Catalyst prediction with 721,799 reactions and 888 catalyst types from USPTO. (1) Reactant: Cl[C:2]1[N:7]=[C:6]([NH:8][CH:9]2[CH2:14][CH2:13][C:12]([F:16])([F:15])[CH2:11][CH2:10]2)[N:5]=[C:4]([NH:17][CH:18]2[CH2:23][CH2:22][C:21]([F:25])([F:24])[CH2:20][CH2:19]2)[N:3]=1.CC1(C)C(C)(C)OB([C:34]2[C:35]([C:39]([F:42])([F:41])[F:40])=[N:36][NH:37][CH:38]=2)O1.C([O-])([O-])=O.[K+].[K+]. Product: [F:24][C:21]1([F:25])[CH2:22][CH2:23][CH:18]([NH:17][C:4]2[N:5]=[C:6]([NH:8][CH:9]3[CH2:14][CH2:13][C:12]([F:16])([F:15])[CH2:11][CH2:10]3)[N:7]=[C:2]([C:34]3[C:35]([C:39]([F:42])([F:41])[F:40])=[N:36][NH:37][CH:38]=3)[N:3]=2)[CH2:19][CH2:20]1. The catalyst class is: 108. (2) Reactant: [CH3:1][O:2][C:3]1[CH:4]=[C:5]([CH:11]=[CH:12][C:13]([OH:15])=[O:14])[CH:6]=[CH:7][C:8]=1[O:9][CH3:10].[CH3:16]O. Product: [CH3:16][O:14][C:13](=[O:15])[CH:12]=[CH:11][C:5]1[CH:6]=[CH:7][C:8]([O:9][CH3:10])=[C:3]([O:2][CH3:1])[CH:4]=1. The catalyst class is: 65. (3) Reactant: [OH:1][C:2]1[CH:20]=[CH:19][CH:18]=[CH:17][C:3]=1[CH2:4][C:5]1[CH:16]=[CH:15][C:8]([C:9](N(OC)C)=[O:10])=[CH:7][CH:6]=1.[CH3:21][Mg]Br.[Cl-].[NH4+]. Product: [C:9]([C:8]1[CH:7]=[CH:6][C:5]([CH2:4][C:3]2[CH:17]=[CH:18][CH:19]=[CH:20][C:2]=2[OH:1])=[CH:16][CH:15]=1)(=[O:10])[CH3:21]. The catalyst class is: 7. (4) Reactant: [CH3:1][N:2]([CH3:33])[CH2:3][CH2:4][O:5][C:6]1[CH:11]=[CH:10][C:9]([CH2:12][CH2:13][CH2:14][N:15]([C:22]2[CH:27]=[C:26]([CH3:28])[C:25]([CH3:29])=[CH:24][C:23]=2[N+:30]([O-:32])=[O:31])C(=O)C(F)(F)F)=[CH:8][CH:7]=1.C([O-])([O-])=O.[K+].[K+]. Product: [CH3:33][N:2]([CH3:1])[CH2:3][CH2:4][O:5][C:6]1[CH:11]=[CH:10][C:9]([CH2:12][CH2:13][CH2:14][NH:15][C:22]2[CH:27]=[C:26]([CH3:28])[C:25]([CH3:29])=[CH:24][C:23]=2[N+:30]([O-:32])=[O:31])=[CH:8][CH:7]=1. The catalyst class is: 5. (5) Reactant: [CH2:1]([N:3]1[C:7]([CH2:8][C:9]2[C:17]3[C:12](=[N:13][CH:14]=[CH:15][CH:16]=3)[NH:11][CH:10]=2)=[CH:6][C:5]([NH:18][CH2:19][C:20]2[CH:25]=[CH:24][C:23]([F:26])=[CH:22][CH:21]=2)=[N:4]1)[CH3:2].[Cl:27]N1C(=O)CCC1=O. Product: [Cl:27][C:6]1[C:5](/[N:18]=[CH:19]/[C:20]2[CH:21]=[CH:22][C:23]([F:26])=[CH:24][CH:25]=2)=[N:4][N:3]([CH2:1][CH3:2])[C:7]=1[CH2:8][C:9]1[C:17]2[C:12](=[N:13][CH:14]=[CH:15][CH:16]=2)[NH:11][CH:10]=1. The catalyst class is: 10. (6) The catalyst class is: 10. Product: [C:1]1([O:7][C:8]([F:11])=[O:9])[CH:6]=[CH:5][CH:4]=[CH:3][CH:2]=1. Reactant: [C:1]1([O:7][C:8](Cl)=[O:9])[CH:6]=[CH:5][CH:4]=[CH:3][CH:2]=1.[F-:11].[Na+].C1OCCOCCOCCOCCOC1. (7) Reactant: [F:1][C:2]1[CH:9]=[C:8]([O:10][CH2:11][O:12][CH2:13][CH2:14][Si:15]([CH3:18])([CH3:17])[CH3:16])[CH:7]=[CH:6][C:3]=1[C:4]#[N:5].C([O-])(O)=O.[Na+].Cl.[NH2:25][OH:26]. Product: [F:1][C:2]1[CH:9]=[C:8]([O:10][CH2:11][O:12][CH2:13][CH2:14][Si:15]([CH3:16])([CH3:17])[CH3:18])[CH:7]=[CH:6][C:3]=1[C:4](=[NH:5])[NH:25][OH:26]. The catalyst class is: 14. (8) Reactant: [CH3:1][C:2]([C:9]1[CH:14]=[CH:13][C:12]([Br:15])=[CH:11][CH:10]=1)([CH3:8])[C:3](=O)[C:4]([OH:6])=[O:5].[CH3:16][NH2:17].C([O-])(=O)C(C)=O.CO. Product: [Br:15][C:12]1[CH:13]=[CH:14][C:9]([C:2]([CH3:8])([CH3:1])[C@@H:3]([C:4]([OH:6])=[O:5])[NH:17][CH3:16])=[CH:10][CH:11]=1. The catalyst class is: 7. (9) Reactant: [F:1][C:2]([F:36])([F:35])[C:3]1[N:8]=[CH:7][C:6]([O:9][C:10]2[CH:11]=[C:12]3[C:17](=[CH:18][CH:19]=2)[N:16]=[C:15]([C:20]([N:22]2[CH2:27][CH2:26][N:25](C(OC(C)(C)C)=O)[CH2:24][CH2:23]2)=[O:21])[CH:14]=[CH:13]3)=[CH:5][CH:4]=1.FC(F)(F)C(O)=O. Product: [N:22]1([C:20]([C:15]2[CH:14]=[CH:13][C:12]3[C:17](=[CH:18][CH:19]=[C:10]([O:9][C:6]4[CH:7]=[N:8][C:3]([C:2]([F:35])([F:1])[F:36])=[CH:4][CH:5]=4)[CH:11]=3)[N:16]=2)=[O:21])[CH2:27][CH2:26][NH:25][CH2:24][CH2:23]1. The catalyst class is: 4. (10) Reactant: [ClH:1].[F:2][C:3]1[CH:22]=[C:21]([CH3:23])[C:20]([O:24]C(OC)=O)=[CH:19][C:4]=1[NH:5][C:6]1[C:15]2[C:10](=[CH:11][C:12]([OH:18])=[C:13]([O:16][CH3:17])[CH:14]=2)[N:9]=[CH:8][N:7]=1.Br[CH2:30][C:31]1[CH:38]=[CH:37][C:34]([C:35]#[N:36])=[CH:33][CH:32]=1.C(=O)([O-])[O-].[K+].[K+].CO. Product: [ClH:1].[C:35]([C:34]1[CH:37]=[CH:38][C:31]([CH2:30][O:18][C:12]2[CH:11]=[C:10]3[C:15]([C:6]([NH:5][C:4]4[CH:19]=[C:20]([OH:24])[C:21]([CH3:23])=[CH:22][C:3]=4[F:2])=[N:7][CH:8]=[N:9]3)=[CH:14][C:13]=2[O:16][CH3:17])=[CH:32][CH:33]=1)#[N:36]. The catalyst class is: 3.